Dataset: NCI-60 drug combinations with 297,098 pairs across 59 cell lines. Task: Regression. Given two drug SMILES strings and cell line genomic features, predict the synergy score measuring deviation from expected non-interaction effect. (1) Drug 1: C1=CC(=CC=C1CCCC(=O)O)N(CCCl)CCCl. Drug 2: CCN(CC)CCNC(=O)C1=C(NC(=C1C)C=C2C3=C(C=CC(=C3)F)NC2=O)C. Cell line: ACHN. Synergy scores: CSS=54.0, Synergy_ZIP=-1.58, Synergy_Bliss=-3.81, Synergy_Loewe=-4.29, Synergy_HSA=-4.05. (2) Drug 1: C1C(C(OC1N2C=NC3=C(N=C(N=C32)Cl)N)CO)O. Drug 2: N.N.Cl[Pt+2]Cl. Cell line: 786-0. Synergy scores: CSS=33.9, Synergy_ZIP=-0.644, Synergy_Bliss=2.39, Synergy_Loewe=-3.59, Synergy_HSA=3.28. (3) Drug 1: C1CC(=O)NC(=O)C1N2CC3=C(C2=O)C=CC=C3N. Drug 2: CS(=O)(=O)CCNCC1=CC=C(O1)C2=CC3=C(C=C2)N=CN=C3NC4=CC(=C(C=C4)OCC5=CC(=CC=C5)F)Cl. Cell line: HOP-62. Synergy scores: CSS=6.47, Synergy_ZIP=-1.55, Synergy_Bliss=-2.24, Synergy_Loewe=0.337, Synergy_HSA=-1.13. (4) Drug 1: CC1C(C(CC(O1)OC2CC(CC3=C2C(=C4C(=C3O)C(=O)C5=C(C4=O)C(=CC=C5)OC)O)(C(=O)CO)O)N)O.Cl. Drug 2: CC1=C(C(=O)C2=C(C1=O)N3CC4C(C3(C2COC(=O)N)OC)N4)N. Cell line: EKVX. Synergy scores: CSS=12.2, Synergy_ZIP=-4.00, Synergy_Bliss=-0.258, Synergy_Loewe=0.834, Synergy_HSA=3.45. (5) Drug 1: C1CC(=O)NC(=O)C1N2CC3=C(C2=O)C=CC=C3N. Drug 2: COC1=CC(=CC(=C1O)OC)C2C3C(COC3=O)C(C4=CC5=C(C=C24)OCO5)OC6C(C(C7C(O6)COC(O7)C8=CC=CS8)O)O. Cell line: OVCAR-8. Synergy scores: CSS=7.38, Synergy_ZIP=1.61, Synergy_Bliss=-2.02, Synergy_Loewe=-21.4, Synergy_HSA=0.177.